Dataset: Forward reaction prediction with 1.9M reactions from USPTO patents (1976-2016). Task: Predict the product of the given reaction. (1) Given the reactants Br[C:2]1[CH:7]=[CH:6][C:5]([O:8][CH3:9])=[CH:4][CH:3]=1.C(O)(CC)(C)C.[O-]P([O-])([O-])=O.[K+].[K+].[K+].[C:24]1(=[O:31])[CH2:29][CH2:28][CH2:27][C:26](=[O:30])[CH2:25]1, predict the reaction product. The product is: [CH3:9][O:8][C:5]1[CH:6]=[CH:7][C:2]([CH:25]2[C:26](=[O:30])[CH2:27][CH2:28][CH2:29][C:24]2=[O:31])=[CH:3][CH:4]=1. (2) Given the reactants [Cl:1][C:2]1[C:6]([Cl:7])=[C:5]([CH3:8])[NH:4][C:3]=1[C:9]([NH:11][C@H:12]1[CH2:17][CH2:16][N:15]([C:18]2[S:19][C:20]([C:25]([O:27][CH2:28][CH3:29])=[O:26])=[C:21]([CH:23]=O)[N:22]=2)[CH2:14][C@H:13]1[O:30][CH3:31])=[O:10].C([O-])(=O)C.[Na+].Cl.[NH2:38][OH:39], predict the reaction product. The product is: [Cl:1][C:2]1[C:6]([Cl:7])=[C:5]([CH3:8])[NH:4][C:3]=1[C:9]([NH:11][C@H:12]1[CH2:17][CH2:16][N:15]([C:18]2[S:19][C:20]([C:25]([O:27][CH2:28][CH3:29])=[O:26])=[C:21](/[CH:23]=[N:38]/[OH:39])[N:22]=2)[CH2:14][C@H:13]1[O:30][CH3:31])=[O:10].